From a dataset of Catalyst prediction with 721,799 reactions and 888 catalyst types from USPTO. Predict which catalyst facilitates the given reaction. (1) Reactant: [NH2:1][C:2]1[CH:11]=[CH:10][CH:9]=[C:8]2[C:3]=1[CH:4]=[CH:5][CH:6]=[N:7]2.[CH:12](=O)[CH3:13].CC1C=CC(S)=CC=1. Product: [CH2:12]([NH:1][C:2]1[CH:11]=[CH:10][CH:9]=[C:8]2[C:3]=1[CH:4]=[CH:5][CH:6]=[N:7]2)[CH3:13]. The catalyst class is: 8. (2) Reactant: [ClH:1].[F:2][C:3]1[CH:49]=[CH:48][CH:47]=[CH:46][C:4]=1[CH2:5][NH:6][C:7](=[O:45])[CH2:8][CH:9]1[C:15](=[O:16])[N:14]([C:17]2[CH:22]=[CH:21][C:20]([CH2:23][NH:24]C(OC(C)(C)C)=O)=[CH:19][CH:18]=2)[C:13]2[CH:32]=[CH:33][CH:34]=[CH:35][C:12]=2[N:11]([CH2:36][C:37]2[CH:42]=[CH:41][C:40]([Br:43])=[CH:39][CH:38]=2)[C:10]1=[O:44]. Product: [ClH:1].[F:2][C:3]1[CH:49]=[CH:48][CH:47]=[CH:46][C:4]=1[CH2:5][NH:6][C:7](=[O:45])[CH2:8][CH:9]1[C:15](=[O:16])[N:14]([C:17]2[CH:18]=[CH:19][C:20]([CH2:23][NH2:24])=[CH:21][CH:22]=2)[C:13]2[CH:32]=[CH:33][CH:34]=[CH:35][C:12]=2[N:11]([CH2:36][C:37]2[CH:38]=[CH:39][C:40]([Br:43])=[CH:41][CH:42]=2)[C:10]1=[O:44]. The catalyst class is: 13. (3) Reactant: [O:1]1[CH2:5][CH2:4][O:3][CH:2]1[C:6]1[CH:7]=[CH:8][C:9]2[O:13][CH:12]=[CH:11][C:10]=2[CH:14]=1.C([Li])CCC.C([C:22]([O:24][CH3:25])=[O:23])#N.O. Product: [CH3:25][O:24][C:22]([C:12]1[O:13][C:9]2[CH:8]=[CH:7][C:6]([CH:2]3[O:3][CH2:4][CH2:5][O:1]3)=[CH:14][C:10]=2[CH:11]=1)=[O:23]. The catalyst class is: 56. (4) Reactant: O[C:2]1[C:11]2[C:6](=[CH:7][CH:8]=[CH:9][CH:10]=2)[C:5](=[O:12])[N:4]([C:13]2[CH:18]=[CH:17][CH:16]=[C:15]([C:19]([F:22])([F:21])[F:20])[CH:14]=2)[N:3]=1.P(Br)(Br)([Br:25])=O. Product: [Br:25][C:2]1[C:11]2[C:6](=[CH:7][CH:8]=[CH:9][CH:10]=2)[C:5](=[O:12])[N:4]([C:13]2[CH:18]=[CH:17][CH:16]=[C:15]([C:19]([F:22])([F:21])[F:20])[CH:14]=2)[N:3]=1. The catalyst class is: 6. (5) Reactant: C(OC([NH:8][C:9]1[O:17][C:16]2[C:11](=[N:12][CH:13]=[C:14]([CH2:18][N:19]3[CH2:24][CH2:23][CH:22]([O:25][CH3:26])[CH2:21][CH2:20]3)[CH:15]=2)[C:10]=1[C:27]([NH:29][C:30]1[CH:31]=[N:32][CH:33]=[CH:34][C:35]=1[N:36]1[CH2:41][C@H:40]([C:42]([F:45])([F:44])[F:43])[CH2:39][C@H:38]([NH:46]C(=O)OC(C)(C)C)[CH2:37]1)=[O:28])=O)(C)(C)C.Cl.O1CCOCC1. Product: [NH2:8][C:9]1[O:17][C:16]2[C:11](=[N:12][CH:13]=[C:14]([CH2:18][N:19]3[CH2:20][CH2:21][CH:22]([O:25][CH3:26])[CH2:23][CH2:24]3)[CH:15]=2)[C:10]=1[C:27]([NH:29][C:30]1[CH:31]=[N:32][CH:33]=[CH:34][C:35]=1[N:36]1[CH2:41][C@H:40]([C:42]([F:44])([F:45])[F:43])[CH2:39][C@H:38]([NH2:46])[CH2:37]1)=[O:28]. The catalyst class is: 5. (6) Reactant: [N:1]1[CH:6]=[C:5]([C:7]2[CH:8]=[C:9]([CH:11]=[CH:12][CH:13]=2)[NH2:10])[CH:4]=[N:3][CH:2]=1.N1C=CC=CC=1.[C:20]1([C:33](Cl)=[O:34])[C:32]2[CH2:31][C:30]3[C:25](=[CH:26][CH:27]=[CH:28][CH:29]=3)[C:24]=2[CH:23]=[CH:22][CH:21]=1. Product: [N:1]1[CH:6]=[C:5]([C:7]2[CH:8]=[C:9]([NH:10][C:33]([C:20]3[C:32]4[CH2:31][C:30]5[C:25](=[CH:26][CH:27]=[CH:28][CH:29]=5)[C:24]=4[CH:23]=[CH:22][CH:21]=3)=[O:34])[CH:11]=[CH:12][CH:13]=2)[CH:4]=[N:3][CH:2]=1. The catalyst class is: 4.